This data is from TCR-epitope binding with 47,182 pairs between 192 epitopes and 23,139 TCRs. The task is: Binary Classification. Given a T-cell receptor sequence (or CDR3 region) and an epitope sequence, predict whether binding occurs between them. (1) The epitope is TPINLVRDL. The TCR CDR3 sequence is CAISESRWSDTQYF. Result: 0 (the TCR does not bind to the epitope). (2) The epitope is LLMPILTLT. The TCR CDR3 sequence is CASSKELRLAGDHEQFF. Result: 0 (the TCR does not bind to the epitope).